From a dataset of Reaction yield outcomes from USPTO patents with 853,638 reactions. Predict the reaction yield, written as a fraction of the theoretical maximum amount of product (1.0 means a 100% yield; for example, 0.34 means a 34% yield). (1) The reactants are CS(O)(=O)=O.O=P12OP3(OP(OP(O3)(O1)=O)(=O)O2)=O.[CH3:20][C:21]1[CH:25]=[C:24]([NH:26][C:27]2[CH:35]=[CH:34][CH:33]=[CH:32][C:28]=2[C:29]([OH:31])=O)[N:23]([C:36]2[CH:41]=[CH:40][CH:39]=[CH:38][N:37]=2)[N:22]=1.[OH-].[Na+]. The catalyst is C(OCC)(=O)C.CO.O. The product is [CH3:20][C:21]1[C:25]2[C:29](=[O:31])[C:28]3[C:27](=[CH:35][CH:34]=[CH:33][CH:32]=3)[NH:26][C:24]=2[N:23]([C:36]2[CH:41]=[CH:40][CH:39]=[CH:38][N:37]=2)[N:22]=1. The yield is 0.670. (2) The reactants are [F:1][CH:2]([F:13])[C:3]1[CH:8]=[C:7]([F:9])[CH:6]=[CH:5][C:4]=1[N+:10]([O-])=O.Cl. The catalyst is C(O)C. The product is [F:13][CH:2]([F:1])[C:3]1[CH:8]=[C:7]([F:9])[CH:6]=[CH:5][C:4]=1[NH2:10]. The yield is 0.600.